From a dataset of NCI-60 drug combinations with 297,098 pairs across 59 cell lines. Regression. Given two drug SMILES strings and cell line genomic features, predict the synergy score measuring deviation from expected non-interaction effect. (1) Drug 1: C1=CC=C(C=C1)NC(=O)CCCCCCC(=O)NO. Drug 2: CN1C2=C(C=C(C=C2)N(CCCl)CCCl)N=C1CCCC(=O)O.Cl. Cell line: OVCAR-8. Synergy scores: CSS=26.1, Synergy_ZIP=-8.87, Synergy_Bliss=-2.05, Synergy_Loewe=-13.3, Synergy_HSA=-0.535. (2) Drug 1: C1CCN(CC1)CCOC2=CC=C(C=C2)C(=O)C3=C(SC4=C3C=CC(=C4)O)C5=CC=C(C=C5)O. Drug 2: C1CC(=O)NC(=O)C1N2C(=O)C3=CC=CC=C3C2=O. Cell line: SK-MEL-2. Synergy scores: CSS=49.8, Synergy_ZIP=1.34, Synergy_Bliss=0.856, Synergy_Loewe=-3.89, Synergy_HSA=1.77.